From a dataset of Full USPTO retrosynthesis dataset with 1.9M reactions from patents (1976-2016). Predict the reactants needed to synthesize the given product. (1) Given the product [Cl:17][C:16]1[C:2]([Cl:1])=[CH:3][C:4]2[NH:8][C:7]([C:9]3([C:10]([F:13])([F:11])[F:12])[NH:22][CH2:21][CH2:20][O:14]3)=[N:6][C:5]=2[CH:15]=1, predict the reactants needed to synthesize it. The reactants are: [Cl:1][C:2]1[C:16]([Cl:17])=[CH:15][C:5]2[NH:6][C:7]([C:9](=[O:14])[C:10]([F:13])([F:12])[F:11])=[N:8][C:4]=2[CH:3]=1.Br.Br[CH2:20][CH2:21][NH2:22].C(=O)([O-])[O-].[K+].[K+]. (2) The reactants are: [Br:1][C:2]1[S:3][C:4](Br)=[CH:5][CH:6]=1.[C:8]([O:12][C:13]([N:15]1[CH2:19][CH2:18][CH2:17][CH:16]1[C:20]1[NH:21][C:22]([C:25]2[CH:30]=[CH:29][C:28](B3OC(C)(C)C(C)(C)O3)=[CH:27][CH:26]=2)=[CH:23][N:24]=1)=[O:14])([CH3:11])([CH3:10])[CH3:9].C(COC)OC. Given the product [C:8]([O:12][C:13]([N:15]1[CH2:19][CH2:18][CH2:17][CH:16]1[C:20]1[NH:21][C:22]([C:25]2[CH:30]=[CH:29][C:28]([C:4]3[S:3][C:2]([Br:1])=[CH:6][CH:5]=3)=[CH:27][CH:26]=2)=[CH:23][N:24]=1)=[O:14])([CH3:11])([CH3:9])[CH3:10], predict the reactants needed to synthesize it.